From a dataset of Full USPTO retrosynthesis dataset with 1.9M reactions from patents (1976-2016). Predict the reactants needed to synthesize the given product. (1) Given the product [CH:1]1([C:4]2[CH:5]=[N:6][C:7]([NH:14][C:15]3[CH:16]=[CH:17][CH:18]=[C:19]4[C:24]=3[N:23]=[CH:22][CH:21]=[C:20]4[C:25]3[CH:30]=[CH:29][CH:28]=[CH:27][CH:26]=3)=[C:8]([CH:13]=2)[C:9]([OH:11])=[O:10])[CH2:2][CH2:3]1, predict the reactants needed to synthesize it. The reactants are: [CH:1]1([C:4]2[CH:5]=[N:6][C:7]([NH:14][C:15]3[CH:16]=[CH:17][CH:18]=[C:19]4[C:24]=3[N:23]=[CH:22][CH:21]=[C:20]4[C:25]3[CH:30]=[CH:29][CH:28]=[CH:27][CH:26]=3)=[C:8]([CH:13]=2)[C:9]([O:11]C)=[O:10])[CH2:3][CH2:2]1.[OH-].[Na+]. (2) Given the product [CH3:11][NH:10][S:7]([CH2:6][CH2:5][CH2:4][CH2:14][C:13]([OH:16])=[O:15])(=[O:9])=[O:8], predict the reactants needed to synthesize it. The reactants are: C(C[CH2:4][CH2:5][CH2:6][S:7]([NH:10][CH3:11])(=[O:9])=[O:8])#N.Cl.[C:13]([OH:16])(=[O:15])[CH3:14].